This data is from NCI-60 drug combinations with 297,098 pairs across 59 cell lines. The task is: Regression. Given two drug SMILES strings and cell line genomic features, predict the synergy score measuring deviation from expected non-interaction effect. (1) Drug 1: CC12CCC3C(C1CCC2O)C(CC4=C3C=CC(=C4)O)CCCCCCCCCS(=O)CCCC(C(F)(F)F)(F)F. Drug 2: COC1=NC(=NC2=C1N=CN2C3C(C(C(O3)CO)O)O)N. Cell line: MCF7. Synergy scores: CSS=19.1, Synergy_ZIP=1.27, Synergy_Bliss=0.730, Synergy_Loewe=-11.9, Synergy_HSA=-0.252. (2) Drug 1: C1=NC2=C(N=C(N=C2N1C3C(C(C(O3)CO)O)F)Cl)N. Drug 2: C1=NNC2=C1C(=O)NC=N2. Cell line: HS 578T. Synergy scores: CSS=2.12, Synergy_ZIP=0.528, Synergy_Bliss=2.74, Synergy_Loewe=2.86, Synergy_HSA=0.991. (3) Drug 1: C1=NNC2=C1C(=O)NC=N2. Drug 2: C1C(C(OC1N2C=NC(=NC2=O)N)CO)O. Cell line: SN12C. Synergy scores: CSS=6.70, Synergy_ZIP=-5.02, Synergy_Bliss=-2.61, Synergy_Loewe=-1.30, Synergy_HSA=0.651. (4) Drug 1: C1CCN(CC1)CCOC2=CC=C(C=C2)C(=O)C3=C(SC4=C3C=CC(=C4)O)C5=CC=C(C=C5)O. Drug 2: CN(C(=O)NC(C=O)C(C(C(CO)O)O)O)N=O. Cell line: HS 578T. Synergy scores: CSS=1.16, Synergy_ZIP=4.60, Synergy_Bliss=6.06, Synergy_Loewe=-3.12, Synergy_HSA=-1.78.